This data is from Forward reaction prediction with 1.9M reactions from USPTO patents (1976-2016). The task is: Predict the product of the given reaction. (1) Given the reactants [CH2:1]([C:3]1[CH:16]=[C:15]([C:17]2[N:21]=[C:20]([C:22]3[CH:27]=[C:26]([CH3:28])[C:25]([CH2:29][CH:30]([CH3:32])[CH3:31])=[CH:24][N:23]=3)[O:19][N:18]=2)[CH:14]=[C:13]([CH3:33])[C:4]=1[O:5][CH2:6][CH2:7]OS(C)(=O)=O)[CH3:2].C[O:35][C:36]([CH:38]1[CH2:41][NH:40][CH2:39]1)=[O:37].C(N(CC)CC)C.Cl, predict the reaction product. The product is: [CH2:1]([C:3]1[CH:16]=[C:15]([C:17]2[N:21]=[C:20]([C:22]3[CH:27]=[C:26]([CH3:28])[C:25]([CH2:29][CH:30]([CH3:31])[CH3:32])=[CH:24][N:23]=3)[O:19][N:18]=2)[CH:14]=[C:13]([CH3:33])[C:4]=1[O:5][CH2:6][CH2:7][N:40]1[CH2:41][CH:38]([C:36]([OH:35])=[O:37])[CH2:39]1)[CH3:2]. (2) The product is: [C:15]([C:14]1[CH:18]=[CH:19][CH:20]=[CH:21][C:13]=1[CH:10]1[CH2:11][CH2:12][N:8]([C:6]([O:5][C:1]([CH3:4])([CH3:3])[CH3:2])=[O:7])[CH2:9]1)(=[O:16])[NH2:25]. Given the reactants [C:1]([O:5][C:6]([N:8]1[CH2:12][CH2:11][CH:10]([C:13]2[CH:21]=[CH:20][CH:19]=[CH:18][C:14]=2[C:15](O)=[O:16])[CH2:9]1)=[O:7])([CH3:4])([CH3:3])[CH3:2].N.N.C[N:25]([P+](ON1N=NC2C=CC=CC1=2)(N(C)C)N(C)C)C.F[P-](F)(F)(F)(F)F, predict the reaction product. (3) Given the reactants Br[CH2:2][C:3](=O)[C:4]([OH:6])=[O:5].[NH2:8][C:9](=[S:15])[C:10]([O:12][CH2:13][CH3:14])=[O:11].O.C([O-])(O)=O.[Na+], predict the reaction product. The product is: [CH2:13]([O:12][C:10]([C:9]1[S:15][C:3]([C:4]([OH:6])=[O:5])=[CH:2][N:8]=1)=[O:11])[CH3:14]. (4) Given the reactants [F:1][C:2]1[C:11]2[C:6](=[CH:7][CH:8]=[CH:9][CH:10]=2)[C:5]([O:12][CH2:13][C:14]2[CH:19]=[CH:18][C:17]([C:20]([F:23])([F:22])[F:21])=[CH:16][CH:15]=2)=[C:4]([C:24](O)=[O:25])[CH:3]=1.ON1C2C=CC=CC=2N=N1.Cl.[CH3:38][O:39][C:40](=[O:45])[C:41]([CH3:44])([CH3:43])[NH2:42].C(N(C(C)C)CC)(C)C.Cl, predict the reaction product. The product is: [CH3:38][O:39][C:40](=[O:45])[C:41]([NH:42][C:24]([C:4]1[CH:3]=[C:2]([F:1])[C:11]2[C:6](=[CH:7][CH:8]=[CH:9][CH:10]=2)[C:5]=1[O:12][CH2:13][C:14]1[CH:19]=[CH:18][C:17]([C:20]([F:23])([F:22])[F:21])=[CH:16][CH:15]=1)=[O:25])([CH3:44])[CH3:43].